Task: Predict the product of the given reaction.. Dataset: Forward reaction prediction with 1.9M reactions from USPTO patents (1976-2016) (1) Given the reactants C[O:2][C:3]1[CH:8]=[CH:7][C:6]([C:9](=[O:17])[CH2:10][C:11]2[CH:16]=[CH:15][CH:14]=[CH:13][CH:12]=2)=[CH:5][C:4]=1[N+:18]([O-:20])=[O:19].B(Br)(Br)Br, predict the reaction product. The product is: [OH:2][C:3]1[CH:8]=[CH:7][C:6]([C:9](=[O:17])[CH2:10][C:11]2[CH:16]=[CH:15][CH:14]=[CH:13][CH:12]=2)=[CH:5][C:4]=1[N+:18]([O-:20])=[O:19]. (2) Given the reactants Br[C:2]1[CH:3]=[N:4][CH:5]=[C:6]([Br:8])[CH:7]=1.[F:9][C:10]([F:22])([F:21])[O:11][C:12]1[CH:17]=[CH:16][C:15](B(O)O)=[CH:14][CH:13]=1.C(=O)([O-])[O-].[K+].[K+].O1CCOCC1, predict the reaction product. The product is: [Br:8][C:6]1[CH:5]=[N:4][CH:3]=[C:2]([C:15]2[CH:14]=[CH:13][C:12]([O:11][C:10]([F:9])([F:21])[F:22])=[CH:17][CH:16]=2)[CH:7]=1. (3) The product is: [CH3:12][C:11]1[NH:7][N:8]=[C:9]([N:13]2[CH2:18][CH2:17][NH:16][C:14]2=[O:15])[CH:10]=1. Given the reactants ClCCNC([N:7]1[C:11]([CH3:12])=[CH:10][C:9]([NH:13][C:14]([NH:16][CH2:17][CH2:18]Cl)=[O:15])=[N:8]1)=O.[O-]CC.[Na+].[Na].C(O)C, predict the reaction product. (4) Given the reactants Br[C:2]1[CH:3]=[CH:4][C:5]([O:18][CH3:19])=[C:6]([S:8]([NH:11][C:12]2[CH:13]=[N:14][CH:15]=[CH:16][CH:17]=2)(=[O:10])=[O:9])[CH:7]=1.[C:20]1(B(O)O)[CH:25]=[CH:24][CH:23]=[CH:22][CH:21]=1.C([O-])([O-])=O.[K+].[K+], predict the reaction product. The product is: [N:14]1[CH:15]=[CH:16][CH:17]=[C:12]([NH:11][S:8]([C:6]2[CH:7]=[C:2]([C:20]3[CH:25]=[CH:24][CH:23]=[CH:22][CH:21]=3)[CH:3]=[CH:4][C:5]=2[O:18][CH3:19])(=[O:10])=[O:9])[CH:13]=1. (5) Given the reactants [C:1]1([C:7]#[C:8][C:9](=[O:11])[CH3:10])[CH:6]=[CH:5][CH:4]=[CH:3][CH:2]=1.[I-].[NH2:13][N+:14]1[CH:19]=[CH:18][C:17]([O:20][CH3:21])=[CH:16][CH:15]=1.C(=O)([O-])[O-].[K+].[K+].O, predict the reaction product. The product is: [CH3:21][O:20][C:17]1[CH:18]=[CH:19][N:14]2[N:13]=[C:7]([C:1]3[CH:6]=[CH:5][CH:4]=[CH:3][CH:2]=3)[C:8]([C:9](=[O:11])[CH3:10])=[C:15]2[CH:16]=1. (6) Given the reactants [CH:1]1([S:6][C:7]2[CH:12]=[CH:11][C:10]([Br:13])=[CH:9][CH:8]=2)[CH2:5][CH2:4][CH2:3][CH2:2]1.ClC1C=CC=C(C(OO)=[O:22])C=1.[OH2:25], predict the reaction product. The product is: [CH:1]1([S:6]([C:7]2[CH:8]=[CH:9][C:10]([Br:13])=[CH:11][CH:12]=2)(=[O:22])=[O:25])[CH2:5][CH2:4][CH2:3][CH2:2]1. (7) Given the reactants [CH2:1]([O:6][C:7](=O)[CH:8]([NH:10][C:11](=O)[C:12]([O:14][CH2:15][CH3:16])=[O:13])[CH3:9])[CH2:2][CH2:3][CH:4]=[CH2:5].N1C=CC=CC=1.O(S(C(F)(F)F)(=O)=O)S(C(F)(F)F)(=O)=O, predict the reaction product. The product is: [CH3:9][C:8]1[N:10]=[C:11]([C:12]([O:14][CH2:15][CH3:16])=[O:13])[CH:5]=[C:4]2[CH2:3][CH2:2][CH2:1][O:6][C:7]=12. (8) Given the reactants [C:1]([O:4][CH2:5][C:6](=[O:28])[C@@H:7]1[C@:23]2([CH3:24])[CH:10]([CH:11]3[C:20](=[CH:21][CH2:22]2)[C@:19]2([CH3:25])[C:14](=[CH:15][C:16](=[O:26])[CH:17]=[CH:18]2)[CH2:13][CH2:12]3)[CH2:9][C@H:8]1[CH3:27])(=[O:3])[CH3:2].C([SiH](CC)CC)C, predict the reaction product. The product is: [C:1]([O:4][CH2:5][C:6](=[O:28])[C@@H:7]1[C@:23]2([CH3:24])[CH:10]([CH:11]3[C:20](=[CH:21][CH2:22]2)[C@:19]2([CH3:25])[C:14](=[CH:15][C:16](=[O:26])[CH2:17][CH2:18]2)[CH2:13][CH2:12]3)[CH2:9][C@H:8]1[CH3:27])(=[O:3])[CH3:2]. (9) Given the reactants [C:1]1(C)[CH:6]=[CH:5][CH:4]=[CH:3][C:2]=1P([C:1]1[CH:6]=[CH:5][CH:4]=[CH:3][C:2]=1C)[C:1]1[CH:6]=[CH:5][CH:4]=[CH:3][C:2]=1C.Br[C:24]1[CH:29]=[CH:28][C:27]2[N:30]3[C:43]4[CH:42]=[CH:41][CH:40]=[CH:39][C:38]=4[C:37]([C:50]4[CH:55]=[CH:54][CH:53]=[CH:52][CH:51]=4)([C:44]4[CH:49]=[CH:48][CH:47]=[CH:46][CH:45]=4)[C:36]4[C:31]3=[C:32]([CH:33]=[CH:34][CH:35]=4)[C:26]=2[CH:25]=1.[N:56]1[C:60]2[CH:61]=[CH:62][CH:63]=[CH:64][C:59]=2[NH:58][C:57]=1B(O)O.O.P([O-])([O-])([O-])=O.[K+].[K+].[K+], predict the reaction product. The product is: [C:50]1([C:37]2([C:44]3[CH:49]=[CH:48][CH:47]=[CH:46][CH:45]=3)[C:36]3[C:31]4=[C:32]([C:26]5[CH:25]=[CH:24][CH:29]=[CH:28][C:27]=5[N:30]4[C:43]4[CH:42]=[CH:41][CH:40]=[CH:39][C:38]2=4)[CH:33]=[C:34]([C:1]2[CH:6]=[CH:5][C:4]([C:57]4[N:58]([C:1]5[CH:6]=[CH:5][CH:4]=[CH:3][CH:2]=5)[C:59]5[CH:64]=[CH:63][CH:62]=[CH:61][C:60]=5[N:56]=4)=[CH:3][CH:2]=2)[CH:35]=3)[CH:51]=[CH:52][CH:53]=[CH:54][CH:55]=1. (10) Given the reactants C([O:3][C:4](=[O:26])[CH2:5][CH:6]1[O:10][B:9]([OH:11])[C:8]2[CH:12]=[C:13]([O:19][C:20]3[CH:25]=[N:24][CH:23]=[CH:22][N:21]=3)[CH:14]=[C:15]([CH2:16][O:17][CH3:18])[C:7]1=2)C.[Li+].[OH-].Cl, predict the reaction product. The product is: [OH:11][B:9]1[C:8]2[CH:12]=[C:13]([O:19][C:20]3[CH:25]=[N:24][CH:23]=[CH:22][N:21]=3)[CH:14]=[C:15]([CH2:16][O:17][CH3:18])[C:7]=2[CH:6]([CH2:5][C:4]([OH:26])=[O:3])[O:10]1.